The task is: Predict the reactants needed to synthesize the given product.. This data is from Full USPTO retrosynthesis dataset with 1.9M reactions from patents (1976-2016). (1) Given the product [S:10]1[CH2:11][CH:12]=[C:7]([B:18]2[O:19][C:20]([CH3:22])([CH3:21])[C:16]([CH3:32])([CH3:15])[O:17]2)[CH2:8][CH2:9]1, predict the reactants needed to synthesize it. The reactants are: FC(F)(F)S(O[C:7]1[CH2:8][CH2:9][S:10][CH2:11][CH:12]=1)(=O)=O.[CH3:15][C:16]1([CH3:32])[C:20]([CH3:22])([CH3:21])[O:19][B:18]([B:18]2[O:19][C:20]([CH3:22])([CH3:21])[C:16]([CH3:32])([CH3:15])[O:17]2)[O:17]1.C([O-])(=O)C.[K+]. (2) The reactants are: C([O:3][C:4](=[O:45])[CH2:5][CH2:6][CH2:7][O:8][C:9]1[CH:14]=[CH:13][CH:12]=[C:11]([CH2:15][CH2:16][CH2:17][CH2:18][CH2:19][CH2:20][O:21][C:22]2[CH:23]=[C:24]([C:31]3[CH:36]=[CH:35][C:34]([Cl:37])=[CH:33][CH:32]=3)[CH:25]=[C:26]([O:28][CH2:29][CH3:30])[CH:27]=2)[C:10]=1[CH2:38][CH2:39][C:40]([O:42]CC)=[O:41])C.[OH-].[Na+]. Given the product [C:40]([CH2:39][CH2:38][C:10]1[C:11]([CH2:15][CH2:16][CH2:17][CH2:18][CH2:19][CH2:20][O:21][C:22]2[CH:23]=[C:24]([C:31]3[CH:32]=[CH:33][C:34]([Cl:37])=[CH:35][CH:36]=3)[CH:25]=[C:26]([O:28][CH2:29][CH3:30])[CH:27]=2)=[CH:12][CH:13]=[CH:14][C:9]=1[O:8][CH2:7][CH2:6][CH2:5][C:4]([OH:45])=[O:3])([OH:42])=[O:41], predict the reactants needed to synthesize it. (3) Given the product [CH2:1]([O:8][C:9]1[CH:18]=[CH:17][C:16]([C@@H:19]([O:22][Si:28]([C:31]([CH3:34])([CH3:33])[CH3:32])([CH3:30])[CH3:29])[CH2:20][Br:21])=[CH:15][C:10]=1[C:11]([O:13][CH3:14])=[O:12])[C:2]1[CH:3]=[CH:4][CH:5]=[CH:6][CH:7]=1, predict the reactants needed to synthesize it. The reactants are: [CH2:1]([O:8][C:9]1[CH:18]=[CH:17][C:16]([C@@H:19]([OH:22])[CH2:20][Br:21])=[CH:15][C:10]=1[C:11]([O:13][CH3:14])=[O:12])[C:2]1[CH:7]=[CH:6][CH:5]=[CH:4][CH:3]=1.N1C=CN=C1.[Si:28](Cl)([C:31]([CH3:34])([CH3:33])[CH3:32])([CH3:30])[CH3:29]. (4) Given the product [ClH:21].[ClH:21].[C:1]1([N:7]2[CH2:12][CH2:11][CH2:10][C@H:9]([NH2:13])[CH2:8]2)[CH:6]=[CH:5][CH:4]=[CH:3][CH:2]=1, predict the reactants needed to synthesize it. The reactants are: [C:1]1([N:7]2[CH2:12][CH2:11][CH2:10][C@H:9]([NH:13]C(=O)OC(C)(C)C)[CH2:8]2)[CH:6]=[CH:5][CH:4]=[CH:3][CH:2]=1.[ClH:21]. (5) The reactants are: C[O:2][C:3](=[O:27])[CH:4]([Cl:26])[C:5](=[O:25])[CH2:6][C:7]([CH:20]1[CH2:24][CH2:23][CH2:22][CH2:21]1)(O)[CH2:8][CH2:9][C:10]1[CH:15]=[CH:14][C:13]([O:16][CH3:17])=[C:12]([Cl:18])[CH:11]=1.CCCC[Sn](Cl)(O[Sn](Cl)(CCCC)CCCC)CCCC. Given the product [Cl:26][C:4]1[C:3](=[O:2])[O:27][C:7]([CH2:8][CH2:9][C:10]2[CH:15]=[CH:14][C:13]([O:16][CH3:17])=[C:12]([Cl:18])[CH:11]=2)([CH:20]2[CH2:21][CH2:22][CH2:23][CH2:24]2)[CH2:6][C:5]=1[OH:25], predict the reactants needed to synthesize it.